This data is from HIV replication inhibition screening data with 41,000+ compounds from the AIDS Antiviral Screen. The task is: Binary Classification. Given a drug SMILES string, predict its activity (active/inactive) in a high-throughput screening assay against a specified biological target. (1) The compound is COC(OC)C1OCC(n2ccc(=O)[nH]c2=O)C1O. The result is 0 (inactive). (2) The molecule is CCOS(=NS(=O)(=O)c1ccccc1)c1ccccc1[N+](=O)[O-]. The result is 0 (inactive). (3) The molecule is COCCOCCOCCOCCOCCOCCOCCOCCOCCOCCOCCOCCOCCOCCOCCOCCOCC(=O)N(CCn1ccc(=N)[nH]c1=O)CCn1cnc2nc(N)nc(O)c21. The result is 0 (inactive). (4) The molecule is COC(=O)C1COC(C(C)(C)C)N1C(=O)N1C=CC(=O)CC1C. The result is 0 (inactive). (5) The molecule is Nc1ccnc2c1ncn2C1CC(O)C(CO)O1. The result is 0 (inactive).